Dataset: Reaction yield outcomes from USPTO patents with 853,638 reactions. Task: Predict the reaction yield, written as a fraction of the theoretical maximum amount of product (1.0 means a 100% yield; for example, 0.34 means a 34% yield). (1) The reactants are [CH3:1][C:2]1[CH:7]=[CH:6][C:5]([S:8]([O:11][CH2:12][CH:13]2[CH2:17][C:16]3[CH:18]=[CH:19][CH:20]=[C:21](Br)[C:15]=3[O:14]2)(=[O:10])=[O:9])=[CH:4][CH:3]=1.[F:23][C:24]([F:35])([F:34])[C:25]1[CH:30]=[CH:29][CH:28]=[CH:27][C:26]=1B(O)O.C(=O)([O-])[O-].[K+].[K+].CC1C=CC(S(OCC2CC3C(C4C=CC=CC=4)=CC=CC=3O2)(=O)=O)=CC=1. The catalyst is CC1C=CC=CC=1[P](C1C=CC=CC=1C)([Pd](Cl)(Cl)[P](C1=C(C)C=CC=C1)(C1C=CC=CC=1C)C1C=CC=CC=1C)C1C=CC=CC=1C. The product is [CH3:1][C:2]1[CH:7]=[CH:6][C:5]([S:8]([O:11][CH2:12][CH:13]2[CH2:17][C:16]3[CH:18]=[CH:19][CH:20]=[C:21]([C:26]4[CH:27]=[CH:28][CH:29]=[CH:30][C:25]=4[C:24]([F:35])([F:34])[F:23])[C:15]=3[O:14]2)(=[O:10])=[O:9])=[CH:4][CH:3]=1. The yield is 0.720. (2) The reactants are Br[C:2]1[CH:3]=[C:4]([C@H:8]([NH:13][C@@H:14]([CH2:27][CH:28]([CH3:30])[CH3:29])[C:15]([N:17]2[CH2:21][C@H:20]([F:22])[C@H:19]3[O:23][CH2:24][C@H:25]([OH:26])[C@@H:18]23)=[O:16])[C:9]([F:12])([F:11])[F:10])[CH:5]=[CH:6][CH:7]=1.[F:31][C:32]1[CH:37]=[CH:36][CH:35]=[CH:34][C:33]=1B(O)O. The yield is 0.690. The product is [F:22][C@H:20]1[CH2:21][N:17]([C:15](=[O:16])[C@@H:14]([NH:13][C@@H:8]([C:4]2[CH:3]=[C:2]([C:33]3[CH:34]=[CH:35][CH:36]=[CH:37][C:32]=3[F:31])[CH:7]=[CH:6][CH:5]=2)[C:9]([F:12])([F:11])[F:10])[CH2:27][CH:28]([CH3:30])[CH3:29])[C@@H:18]2[C@@H:25]([OH:26])[CH2:24][O:23][C@H:19]12. No catalyst specified. (3) The reactants are [NH2:1][C:2]1[CH:3]=[C:4]([CH:21]=[CH:22][CH:23]=1)[O:5][C:6]1[CH:7]=[CH:8][C:9]2[N:10]([CH:12]=[C:13]([NH:15][C:16]([CH:18]3[CH2:20][CH2:19]3)=[O:17])[N:14]=2)[N:11]=1.Cl.[N:25]1[CH:30]=[CH:29][CH:28]=[C:27]([C:31](Cl)=[O:32])[CH:26]=1. The catalyst is CN1CCCC1=O. The product is [CH:18]1([C:16]([NH:15][C:13]2[N:14]=[C:9]3[CH:8]=[CH:7][C:6]([O:5][C:4]4[CH:3]=[C:2]([NH:1][C:31](=[O:32])[C:27]5[CH:28]=[CH:29][CH:30]=[N:25][CH:26]=5)[CH:23]=[CH:22][CH:21]=4)=[N:11][N:10]3[CH:12]=2)=[O:17])[CH2:20][CH2:19]1. The yield is 0.430.